Predict the product of the given reaction. From a dataset of Forward reaction prediction with 1.9M reactions from USPTO patents (1976-2016). (1) Given the reactants C(O[C:5](=[O:16])[NH:6][CH:7]1[CH2:11][C:10](=[O:12])[O:9][CH:8]1[O:13]CC)C=C.N1C(=O)CC(=O)NC1=O.[C:26]([NH:34][CH:35]1[C:42](=[O:43])[N:41]2[CH:44](C(O)=O)[CH2:45][CH2:46][CH:40]2[CH2:39][CH:38](C)[CH2:37][CH2:36]1)(=[O:33])[C:27]1[CH:32]=[CH:31][CH:30]=[CH:29][CH:28]=1.C1C=CC2N(O)N=NC=2C=1.CCN=C=NCCCN(C)C.C(O)(C(F)(F)F)=O, predict the reaction product. The product is: [OH:13][CH:8]1[CH:7]([NH:6][C:5]([C@H:44]2[N:41]3[C:42](=[O:43])[C@@H:35]([NH:34][C:26](=[O:33])[C:27]4[CH:28]=[CH:29][CH:30]=[CH:31][CH:32]=4)[CH2:36][CH2:37][CH2:38][CH2:39][C@H:40]3[CH2:46][CH2:45]2)=[O:16])[CH2:11][C:10](=[O:12])[O:9]1. (2) Given the reactants [CH3:1][O:2][C:3]1[CH:10]=[CH:9][C:6]([CH2:7][NH2:8])=[CH:5][CH:4]=1.[C:11]1(=O)[O:17][C:15](=[O:16])[C:14]2=[CH:18][CH:19]=[CH:20][CH:21]=[C:13]2[CH2:12]1, predict the reaction product. The product is: [CH3:1][O:2][C:3]1[CH:10]=[CH:9][C:6]([CH2:7][N:8]2[C:11](=[O:17])[CH2:12][C:13]3[C:14](=[CH:18][CH:19]=[CH:20][CH:21]=3)[C:15]2=[O:16])=[CH:5][CH:4]=1.